From a dataset of Full USPTO retrosynthesis dataset with 1.9M reactions from patents (1976-2016). Predict the reactants needed to synthesize the given product. (1) Given the product [CH2:34]([O:36][C:37]([C:39]1[NH:40][C:41]2[C:46]([CH:47]=1)=[CH:45][C:44]([NH:48][C:22]([C:18]1[CH:19]=[C:20]3[C:15](=[CH:16][CH:17]=1)[NH:14][C:13]([C:11](=[O:12])[NH:10][C:6]1[CH:7]=[C:50]4[C:2](=[CH:4][CH:5]=1)[NH:53][C:52]([C:56]([O:58][CH2:59][CH3:60])=[O:57])=[CH:51]4)=[CH:21]3)=[O:23])=[CH:43][CH:42]=2)=[O:38])[CH3:35], predict the reactants needed to synthesize it. The reactants are: O[C:2]([C:4]1N(C)[CH:7]=[C:6]([NH:10][C:11]([C:13]2[NH:14][C:15]3[C:20]([CH:21]=2)=[CH:19][C:18]([C:22](NC2C=C(C(O)=O)N(C)C=2)=[O:23])=[CH:17][CH:16]=3)=[O:12])[CH:5]=1)=O.[CH2:34]([O:36][C:37]([C:39]1[NH:40][C:41]2[C:46]([CH:47]=1)=[CH:45][C:44]([NH2:48])=[CH:43][CH:42]=2)=[O:38])[CH3:35].N[C:50]1[CH:51]=[C:52]([C:56]([O:58][CH3:59])=[O:57])[N:53](C)C=1.[CH3:60]N(C=O)C. (2) Given the product [C:1]([O:5][C:6](=[O:7])[CH2:8][C@H:9]1[CH2:10][C@@H:11]([CH2:17][CH2:18][N:19]2[C:23]([CH:24]([CH3:25])[CH3:26])=[C:22]([NH:56][C:59]([O:68][CH2:61][C:62]3[CH:67]=[CH:66][CH:65]=[CH:64][CH:63]=3)=[O:44])[N:21]=[C:20]2[C:30]2[CH:35]=[CH:34][C:33]([F:36])=[CH:32][CH:31]=2)[O:12][C:13]([CH3:15])([CH3:16])[O:14]1)([CH3:3])([CH3:2])[CH3:4], predict the reactants needed to synthesize it. The reactants are: [C:1]([O:5][C:6]([CH2:8][C@@H:9]1[O:14][C:13]([CH3:16])([CH3:15])[O:12][C@H:11]([CH2:17][CH2:18][N:19]2[C:23]([CH:24]([CH3:26])[CH3:25])=[C:22](C(O)=O)[N:21]=[C:20]2[C:30]2[CH:35]=[CH:34][C:33]([F:36])=[CH:32][CH:31]=2)[CH2:10]1)=[O:7])([CH3:4])([CH3:3])[CH3:2].C1(P(N=[N+]=[N-])(C2C=CC=CC=2)=[O:44])C=CC=CC=1.C([N:56]([CH2:59]C)CC)C.[CH2:61]([OH:68])[C:62]1[CH:67]=[CH:66][CH:65]=[CH:64][CH:63]=1. (3) Given the product [CH3:10][O:11][C:12]1[CH:13]=[CH:14][C:15]2[N:16]([N:6]=[C:7]([NH2:9])[N:18]=2)[CH:17]=1, predict the reactants needed to synthesize it. The reactants are: C(OC([NH:6][C:7]([NH2:9])=S)=O)C.[CH3:10][O:11][C:12]1[CH:13]=[CH:14][C:15]([NH2:18])=[N:16][CH:17]=1.Cl.NO.CCN(C(C)C)C(C)C. (4) Given the product [CH3:1][N:2]([CH2:56][CH2:57][O:58][CH2:59][CH2:60][O:61][CH2:62][CH2:63][O:64][CH2:65][CH2:66][C:67]([OH:69])=[O:68])[C:3]([C@@H:5]1[CH2:9][CH2:8][CH2:7][N:6]1[CH2:10][CH2:11][N:12]([CH3:55])[C:13](=[O:54])[C:14]1[CH:19]=[CH:18][CH:17]=[C:16]([C:20](=[O:53])[NH:21][C:22]2[CH:27]=[CH:26][C:25]([N:28]3[CH2:33][CH2:32][CH2:31][CH2:30][CH2:29]3)=[CH:24][C:23]=2[C:34]2[CH:39]=[C:38]([C:40](=[O:52])[NH:41][C@@H:42]3[C:51]4[C:46](=[CH:47][CH:48]=[CH:49][CH:50]=4)[CH2:45][CH2:44][CH2:43]3)[CH:37]=[CH:36][N:35]=2)[CH:15]=1)=[O:4], predict the reactants needed to synthesize it. The reactants are: [CH3:1][N:2]([CH2:56][CH2:57][O:58][CH2:59][CH2:60][O:61][CH2:62][CH2:63][O:64][CH2:65][CH2:66][C:67]([O:69]C(C)(C)C)=[O:68])[C:3]([C@@H:5]1[CH2:9][CH2:8][CH2:7][N:6]1[CH2:10][CH2:11][N:12]([CH3:55])[C:13](=[O:54])[C:14]1[CH:19]=[CH:18][CH:17]=[C:16]([C:20](=[O:53])[NH:21][C:22]2[CH:27]=[CH:26][C:25]([N:28]3[CH2:33][CH2:32][CH2:31][CH2:30][CH2:29]3)=[CH:24][C:23]=2[C:34]2[CH:39]=[C:38]([C:40](=[O:52])[NH:41][C@@H:42]3[C:51]4[C:46](=[CH:47][CH:48]=[CH:49][CH:50]=4)[CH2:45][CH2:44][CH2:43]3)[CH:37]=[CH:36][N:35]=2)[CH:15]=1)=[O:4].C(O)(C(F)(F)F)=O. (5) The reactants are: C([O:3][C:4](=[O:44])[C:5]([O:8][C:9]1[CH:14]=[CH:13][C:12]([O:15][CH2:16][CH2:17][C:18]2[N:19]=[C:20]([C:24]3[CH:29]=[CH:28][C:27]([C:30]4[CH:35]=[CH:34][CH:33]=[CH:32][CH:31]=4)=[CH:26][CH:25]=3)[O:21][C:22]=2[CH3:23])=[CH:11][C:10]=1[CH2:36][CH2:37][C:38]1[CH:43]=[CH:42][CH:41]=[CH:40][CH:39]=1)([CH3:7])[CH3:6])C.[OH-].[Na+]. Given the product [C:27]1([C:30]2[CH:31]=[CH:32][CH:33]=[CH:34][CH:35]=2)[CH:26]=[CH:25][C:24]([C:20]2[O:21][C:22]([CH3:23])=[C:18]([CH2:17][CH2:16][O:15][C:12]3[CH:13]=[CH:14][C:9]([O:8][C:5]([CH3:7])([CH3:6])[C:4]([OH:44])=[O:3])=[C:10]([CH2:36][CH2:37][C:38]4[CH:43]=[CH:42][CH:41]=[CH:40][CH:39]=4)[CH:11]=3)[N:19]=2)=[CH:29][CH:28]=1, predict the reactants needed to synthesize it. (6) Given the product [CH3:1][O:2][N:3]([CH3:14])[C:4](=[O:13])[CH2:5][CH2:6][CH:7]1[CH2:8][CH2:9][N:10]([C:15]([O:18][C:7]([CH3:12])([CH3:8])[CH3:6])=[O:17])[CH2:11][CH2:12]1, predict the reactants needed to synthesize it. The reactants are: [CH3:1][O:2][N:3]([CH3:14])[C:4](=[O:13])/[CH:5]=[CH:6]/[C:7]1[CH:12]=[CH:11][N:10]=[CH:9][CH:8]=1.[C:15]([OH:18])(=[O:17])C. (7) Given the product [CH2:34]([C:41]([C:47]1[CH:48]=[CH:49][C:50]([Cl:53])=[CH:51][CH:52]=1)=[C:14]1[C:15]2[C:10]([CH:9]=[C:8]3[C:16]=2[CH:17]=[C:5]([C:1]([CH3:2])([CH3:3])[CH3:4])[C:6]([C:28]2[CH:29]=[CH:30][CH:31]=[CH:32][CH:33]=2)=[CH:7]3)=[C:11]([CH:62]2[CH:61]=[CH:65][CH:64]=[CH:63]2)[C:12]([C:22]2[CH:27]=[CH:26][CH:25]=[CH:24][CH:23]=2)=[C:13]1[C:18]([CH3:21])([CH3:20])[CH3:19])[C:35]1[CH:40]=[CH:39][CH:38]=[CH:37][CH:36]=1, predict the reactants needed to synthesize it. The reactants are: [C:1]([C:5]1[C:6]([C:28]2[CH:33]=[CH:32][CH:31]=[CH:30][CH:29]=2)=[CH:7][C:8]2[CH2:9][C:10]3[C:15]([C:16]=2[CH:17]=1)=[CH:14][C:13]([C:18]([CH3:21])([CH3:20])[CH3:19])=[C:12]([C:22]1[CH:27]=[CH:26][CH:25]=[CH:24][CH:23]=1)[CH:11]=3)([CH3:4])([CH3:3])[CH3:2].[CH2:34]([C:41]([C:47]1[CH:52]=[CH:51][C:50]([Cl:53])=[CH:49][CH:48]=1)=C1C=CC=C1)[C:35]1[CH:40]=[CH:39][CH:38]=[CH:37][CH:36]=1.Cl.C(OCC)C.C[CH2:61][CH2:62][CH2:63][CH2:64][CH3:65]. (8) Given the product [Br:1][C:2]1[N:3]=[C:4]([NH:20][CH2:16][CH:17]([CH3:19])[CH3:18])[C:5]2[N:6]([C:8]([I:11])=[CH:9][N:10]=2)[CH:7]=1, predict the reactants needed to synthesize it. The reactants are: [Br:1][C:2]1[N:3]=[C:4](S(C)(=O)=O)[C:5]2[N:6]([C:8]([I:11])=[CH:9][N:10]=2)[CH:7]=1.[CH2:16]([NH2:20])[CH:17]([CH3:19])[CH3:18].O. (9) Given the product [Br:33][C:2]1[CH2:3][CH2:4][C:1]=1[NH:5][C:6](=[O:17])[C:7]1[CH:12]=[CH:11][CH:10]=[CH:9][C:8]=1[C:13]([F:15])([F:16])[F:14], predict the reactants needed to synthesize it. The reactants are: [C:1]1([NH:5][C:6](=[O:17])[C:7]2[CH:12]=[CH:11][CH:10]=[CH:9][C:8]=2[C:13]([F:16])([F:15])[F:14])[CH2:4][CH2:3][CH:2]=1.C([O-])([O-])=O.[Na+].[Na+].CCN(C(C)C)C(C)C.[Br:33]N1C(=O)CCC1=O.